This data is from Catalyst prediction with 721,799 reactions and 888 catalyst types from USPTO. The task is: Predict which catalyst facilitates the given reaction. (1) The catalyst class is: 2. Product: [N:33]1[CH:34]=[CH:35][CH:36]=[CH:37][C:32]=1[S:29]([CH:15]([NH:16][CH2:17][C:18]1[CH:23]=[CH:22][C:21]([C:24]2[S:25][CH:26]=[CH:27][N:28]=2)=[CH:20][CH:19]=1)[C:11]1[N:10]=[C:9]([NH:8][CH2:7][C:6]([OH:45])=[O:5])[CH:14]=[CH:13][CH:12]=1)(=[O:31])=[O:30]. Reactant: C([O:5][C:6](=[O:45])[CH2:7][N:8](C(OC(C)(C)C)=O)[C:9]1[CH:14]=[CH:13][CH:12]=[C:11]([CH:15]([S:29]([C:32]2[CH:37]=[CH:36][CH:35]=[CH:34][N:33]=2)(=[O:31])=[O:30])[NH:16][CH2:17][C:18]2[CH:23]=[CH:22][C:21]([C:24]3[S:25][CH:26]=[CH:27][N:28]=3)=[CH:20][CH:19]=2)[N:10]=1)(C)(C)C.Cl.O1CCOCC1. (2) Reactant: [C:1]1([CH2:7][C:8](Cl)=[O:9])[CH:6]=[CH:5][CH:4]=[CH:3][CH:2]=1.[Cl-].[Cl-].[Cl-].[Al+3]. Product: [CH2:7]([C:8]([C:4]1[CH:5]=[CH:6][C:1]([CH3:7])=[CH:2][CH:3]=1)=[O:9])[C:1]1[CH:6]=[CH:5][CH:4]=[CH:3][CH:2]=1. The catalyst class is: 11.